Dataset: Reaction yield outcomes from USPTO patents with 853,638 reactions. Task: Predict the reaction yield, written as a fraction of the theoretical maximum amount of product (1.0 means a 100% yield; for example, 0.34 means a 34% yield). The reactants are [CH2:1]([NH:8][C:9]([C:11]1[CH:12]=[C:13]([C:17]2[CH:22]=[CH:21][C:20]([CH:23]=[C:24]3[S:28][C:27](=[O:29])[NH:26][C:25]3=[O:30])=[CH:19][CH:18]=2)[CH:14]=[CH:15][CH:16]=1)=[O:10])[C:2]1[CH:7]=[CH:6][CH:5]=[CH:4][CH:3]=1. The catalyst is CN(C)C=O. The product is [CH2:1]([NH:8][C:9]([C:11]1[CH:12]=[C:13]([C:17]2[CH:22]=[CH:21][C:20]([CH2:23][CH:24]3[S:28][C:27](=[O:29])[NH:26][C:25]3=[O:30])=[CH:19][CH:18]=2)[CH:14]=[CH:15][CH:16]=1)=[O:10])[C:2]1[CH:7]=[CH:6][CH:5]=[CH:4][CH:3]=1. The yield is 0.230.